From a dataset of Peptide-MHC class I binding affinity with 185,985 pairs from IEDB/IMGT. Regression. Given a peptide amino acid sequence and an MHC pseudo amino acid sequence, predict their binding affinity value. This is MHC class I binding data. The peptide sequence is YLRQRQAAL. The MHC is HLA-B08:01 with pseudo-sequence HLA-B08:01. The binding affinity (normalized) is 0.719.